From a dataset of Peptide-MHC class I binding affinity with 185,985 pairs from IEDB/IMGT. Regression. Given a peptide amino acid sequence and an MHC pseudo amino acid sequence, predict their binding affinity value. This is MHC class I binding data. (1) The peptide sequence is RIRAANLPI. The MHC is BoLA-T2b with pseudo-sequence BoLA-T2b. The binding affinity (normalized) is 0.0641. (2) The peptide sequence is LILAEYIRHR. The MHC is HLA-A68:01 with pseudo-sequence HLA-A68:01. The binding affinity (normalized) is 0.311. (3) The peptide sequence is AQFSPQYL. The MHC is HLA-B42:01 with pseudo-sequence HLA-B42:01. The binding affinity (normalized) is 0. (4) The peptide sequence is AVDADDSHF. The MHC is HLA-B18:01 with pseudo-sequence HLA-B18:01. The binding affinity (normalized) is 0.0847. (5) The peptide sequence is HPKLRPILL. The MHC is HLA-A24:03 with pseudo-sequence HLA-A24:03. The binding affinity (normalized) is 0.0847. (6) The peptide sequence is RLEEEINNQ. The MHC is HLA-A24:02 with pseudo-sequence HLA-A24:02. The binding affinity (normalized) is 0.0397. (7) The peptide sequence is KQRKPGGPW. The MHC is HLA-B58:01 with pseudo-sequence HLA-B58:01. The binding affinity (normalized) is 0.213. (8) The peptide sequence is EIKDRILSY. The MHC is HLA-A02:50 with pseudo-sequence HLA-A02:50. The binding affinity (normalized) is 0.0847. (9) The peptide sequence is SLTDPRLEPH. The MHC is HLA-A03:01 with pseudo-sequence HLA-A03:01. The binding affinity (normalized) is 0.